From a dataset of Catalyst prediction with 721,799 reactions and 888 catalyst types from USPTO. Predict which catalyst facilitates the given reaction. (1) Reactant: Br[C:2]1[C:3]([O:19][CH3:20])=[C:4]2[C:8](=[C:9]([F:11])[CH:10]=1)[N:7]([CH3:12])[CH:6]=[C:5]2[CH2:13][C:14]([N:16]([CH3:18])[CH3:17])=[O:15].[C:21]1(B(O)O)[CH:26]=[CH:25][CH:24]=[CH:23][CH:22]=1.C([O-])([O-])=O.[Cs+].[Cs+].O. Product: [F:11][C:9]1[CH:10]=[C:2]([C:21]2[CH:26]=[CH:25][CH:24]=[CH:23][CH:22]=2)[C:3]([O:19][CH3:20])=[C:4]2[C:8]=1[N:7]([CH3:12])[CH:6]=[C:5]2[CH2:13][C:14]([N:16]([CH3:18])[CH3:17])=[O:15]. The catalyst class is: 77. (2) Reactant: [CH3:1][C:2]([N:11]1[CH2:16][CH2:15][CH:14]([C:17]2[S:18][C:19]([C:22]3[CH:27]=[CH:26][C:25]([NH:28][C:29]([NH:31][C:32]4[CH:37]=[C:36]([F:38])[C:35]([F:39])=[CH:34][C:33]=4[F:40])=[O:30])=[CH:24][CH:23]=3)=[CH:20][N:21]=2)[CH2:13][CH2:12]1)([CH3:10])[C:3]([O:5]C(C)(C)C)=[O:4].Cl.C(O)(C)C. Product: [CH3:10][C:2]([N:11]1[CH2:16][CH2:15][CH:14]([C:17]2[S:18][C:19]([C:22]3[CH:23]=[CH:24][C:25]([NH:28][C:29]([NH:31][C:32]4[CH:37]=[C:36]([F:38])[C:35]([F:39])=[CH:34][C:33]=4[F:40])=[O:30])=[CH:26][CH:27]=3)=[CH:20][N:21]=2)[CH2:13][CH2:12]1)([CH3:1])[C:3]([OH:5])=[O:4]. The catalyst class is: 5. (3) Reactant: [CH3:1][N:2]1[CH2:7][CH2:6][N:5]([C:8]2[CH:13]=[CH:12][C:11]([NH2:14])=[CH:10][CH:9]=2)[CH2:4][CH2:3]1.[Cl:15][C:16]1[CH:17]=[C:18]([N:23]=[C:24]=[O:25])[CH:19]=[CH:20][C:21]=1[Cl:22]. Product: [Cl:15][C:16]1[CH:17]=[C:18]([NH:23][C:24]([NH:14][C:11]2[CH:12]=[CH:13][C:8]([N:5]3[CH2:4][CH2:3][N:2]([CH3:1])[CH2:7][CH2:6]3)=[CH:9][CH:10]=2)=[O:25])[CH:19]=[CH:20][C:21]=1[Cl:22]. The catalyst class is: 248. (4) Reactant: [Mg].Br[C:3]1[CH:8]=[CH:7][C:6]([S:9][CH3:10])=[C:5]([O:11][CH3:12])[CH:4]=1.II.CON(C)[C:18](=[O:29])[C@@H:19]([NH:21][C:22](=[O:28])[O:23][C:24]([CH3:27])([CH3:26])[CH3:25])[CH3:20]. Product: [CH3:12][O:11][C:5]1[CH:4]=[C:3]([C:18](=[O:29])[C@H:19]([NH:21][C:22](=[O:28])[O:23][C:24]([CH3:26])([CH3:25])[CH3:27])[CH3:20])[CH:8]=[CH:7][C:6]=1[S:9][CH3:10]. The catalyst class is: 7.